Dataset: Catalyst prediction with 721,799 reactions and 888 catalyst types from USPTO. Task: Predict which catalyst facilitates the given reaction. (1) Reactant: [NH2:1][C:2]1[C:3](I)=[CH:4][C:5]([C:12]([F:15])([F:14])[F:13])=[C:6]([CH:11]=1)[C:7]([O:9]C)=[O:8].[NH2:17]C1C(C(F)(F)F)=C(C=CC=1I)C(OC)=O.FC(F)(F)[C:35]([OH:37])=O.[CH3:40][CH2:41][C:42](=O)[CH2:43][CH3:44].C(O[BH-](OC(=O)C)OC(=O)C)(=O)C.[Na+]. Product: [NH2:17][C:35]([C:3]1[C:2]([NH:1][CH:42]([CH2:43][CH3:44])[CH2:41][CH3:40])=[CH:11][C:6]([C:7]([OH:9])=[O:8])=[C:5]([C:12]([F:15])([F:14])[F:13])[CH:4]=1)=[O:37]. The catalyst class is: 26. (2) The catalyst class is: 15. Reactant: [NH2:1][C:2]1[NH:6][N:5]=[CH:4][C:3]=1[C:7]([O:9][CH2:10][CH3:11])=[O:8].[O:12]1[CH2:17][CH2:16][O:15][C:14]2[CH:18]=[C:19]([C:22](=O)[CH2:23][C:24](OCC)=[O:25])[CH:20]=[CH:21][C:13]1=2. Product: [O:12]1[CH2:17][CH2:16][O:15][C:14]2[CH:18]=[C:19]([C:22]3[NH:1][C:2]4[N:6]([N:5]=[CH:4][C:3]=4[C:7]([O:9][CH2:10][CH3:11])=[O:8])[C:24](=[O:25])[CH:23]=3)[CH:20]=[CH:21][C:13]1=2. (3) Reactant: [CH2:1]([O:8][C:9]([N:11]1[CH2:15][CH2:14][CH2:13][CH:12]1[C:16](=[O:32])[NH:17][C:18]1[S:19][CH:20]=[C:21]([C:23]2[CH:28]=[CH:27][CH:26]=[CH:25][C:24]=2C(O)=O)[N:22]=1)=[O:10])[C:2]1[CH:7]=[CH:6][CH:5]=[CH:4][CH:3]=1.CN([C:36]([O:40]N1N=NC2C=CC=NC1=2)=[N+](C)C)C.F[P-](F)(F)(F)(F)F.CCN(C(C)C)C(C)C.[C:66]([O:70][C:71]([N:73]1[CH2:76][CH:75]([NH2:77])[CH2:74]1)=[O:72])([CH3:69])([CH3:68])[CH3:67]. Product: [CH2:1]([O:8][C:9]([N:11]1[CH2:15][CH2:14][CH2:13][CH:12]1[C:16](=[O:32])[NH:17][C:18]1[S:19][CH:20]=[C:21]([C:23]2[CH:24]=[CH:25][C:26]([C:36](=[O:40])[NH:77][CH:75]3[CH2:76][N:73]([C:71]([O:70][C:66]([CH3:69])([CH3:67])[CH3:68])=[O:72])[CH2:74]3)=[CH:27][CH:28]=2)[N:22]=1)=[O:10])[C:2]1[CH:7]=[CH:6][CH:5]=[CH:4][CH:3]=1. The catalyst class is: 3. (4) The catalyst class is: 4. Reactant: [F:1][C:2]1[CH:23]=[CH:22][C:5]([CH2:6][N:7]2[C:11]([C:12]([OH:14])=[O:13])=[C:10]([C:15]([OH:17])=[O:16])[C:9]3[CH2:18][O:19][CH2:20][CH2:21][C:8]2=3)=[CH:4][CH:3]=1.[C:24](OC(C(F)(F)F)=O)(C(F)(F)F)=O. Product: [F:1][C:2]1[CH:3]=[CH:4][C:5]([CH2:6][N:7]2[C:11]([C:12]([OH:14])=[O:13])=[C:10]([C:15]([O:17][CH3:24])=[O:16])[C:9]3[CH2:18][O:19][CH2:20][CH2:21][C:8]2=3)=[CH:22][CH:23]=1. (5) Reactant: C1N=CN([C:6]([N:8]2C=N[CH:10]=[CH:9]2)=[O:7])C=1.NC1C=[C:18]([Br:20])[CH:17]=[C:16]([F:21])[C:15]=1[OH:22]. Product: [Br:20][C:18]1[CH:17]=[C:16]([F:21])[C:15]2[O:22][C:6](=[O:7])[NH:8][C:9]=2[CH:10]=1. The catalyst class is: 49. (6) Reactant: [CH3:1][C:2]1[CH:3]=[C:4]([S:9][C:10]2[CH:15]=[CH:14][C:13]([C:16]3[CH:21]=[CH:20][C:19]([CH2:22][CH2:23][C:24]4([NH:32]C(=O)C)[CH2:29][O:28]C(C)(C)[O:26][CH2:25]4)=[CH:18][CH:17]=3)=[C:12]([F:36])[CH:11]=2)[CH:5]=[CH:6][C:7]=1[CH3:8].[ClH:37]. Product: [ClH:37].[NH2:32][C:24]([CH2:23][CH2:22][C:19]1[CH:18]=[CH:17][C:16]([C:13]2[CH:14]=[CH:15][C:10]([S:9][C:4]3[CH:5]=[CH:6][C:7]([CH3:8])=[C:2]([CH3:1])[CH:3]=3)=[CH:11][C:12]=2[F:36])=[CH:21][CH:20]=1)([CH2:29][OH:28])[CH2:25][OH:26]. The catalyst class is: 8. (7) Reactant: [F:1][C:2]1[CH:7]=[CH:6][C:5]([CH2:8][C:9](OC)=[O:10])=[C:4]([N+:13]([O-])=O)[CH:3]=1. Product: [F:1][C:2]1[CH:3]=[C:4]2[C:5]([CH2:8][C:9](=[O:10])[NH:13]2)=[CH:6][CH:7]=1. The catalyst class is: 180.